This data is from Reaction yield outcomes from USPTO patents with 853,638 reactions. The task is: Predict the reaction yield, written as a fraction of the theoretical maximum amount of product (1.0 means a 100% yield; for example, 0.34 means a 34% yield). The reactants are F[C:2]1C=C(N)C=C[C:7]=1OC1C2C(=CC(OC)=CC=2)N=CC=1.[CH3:22][C:23]1[CH:24]=[CH:25][C:26]2[N:27]([CH:36]=1)[C:28](=[O:35])[C:29]([C:32]([OH:34])=[O:33])=[CH:30][N:31]=2.CN(C(ON1N=NC2C=CC=NC1=2)=[N+](C)C)C.F[P-](F)(F)(F)(F)F. The catalyst is ClCCl.C([O-])(O)=O.[Na+]. The product is [CH3:22][C:23]1[CH:24]=[CH:25][C:26]2[N:27]([CH:36]=1)[C:28](=[O:35])[C:29]([C:32]([O:34][CH2:2][CH3:7])=[O:33])=[CH:30][N:31]=2. The yield is 0.240.